This data is from Peptide-MHC class II binding affinity with 134,281 pairs from IEDB. The task is: Regression. Given a peptide amino acid sequence and an MHC pseudo amino acid sequence, predict their binding affinity value. This is MHC class II binding data. (1) The peptide sequence is EHRWREIYNMVKFRM. The MHC is DRB1_1101 with pseudo-sequence DRB1_1101. The binding affinity (normalized) is 0.615. (2) The peptide sequence is DYSFLQDSDPDSFQD. The MHC is DRB1_0401 with pseudo-sequence DRB1_0401. The binding affinity (normalized) is 0.415. (3) The peptide sequence is SQEYSKSVANEANVY. The MHC is H-2-IAb with pseudo-sequence H-2-IAb. The binding affinity (normalized) is 0.399.